Dataset: Reaction yield outcomes from USPTO patents with 853,638 reactions. Task: Predict the reaction yield, written as a fraction of the theoretical maximum amount of product (1.0 means a 100% yield; for example, 0.34 means a 34% yield). (1) The reactants are [C:1]([NH:4][C:5]1[CH:10]=[CH:9][C:8]([OH:11])=[CH:7][CH:6]=1)(=[O:3])[CH3:2].[H-].[Na+].[Cl:14][C:15]1[CH:20]=[C:19]([Cl:21])[N:18]=[C:17](S(C)(=O)=O)[N:16]=1. The catalyst is C1COCC1.[NH4+].[Cl-].CCOC(C)=O. The product is [Cl:14][C:15]1[CH:20]=[C:19]([Cl:21])[N:18]=[C:17]([O:11][C:8]2[CH:9]=[CH:10][C:5]([NH:4][C:1](=[O:3])[CH3:2])=[CH:6][CH:7]=2)[N:16]=1. The yield is 0.950. (2) The reactants are [K+].[C:2]([C:4]1[N:5]=[C:6]([C:17]([O-:19])=O)[N:7]([CH2:9][O:10][CH2:11][CH2:12][Si:13]([CH3:16])([CH3:15])[CH3:14])[CH:8]=1)#[N:3].CCN(C(C)C)C(C)C.C1CN([P+](Br)(N2CCCC2)N2CCCC2)CC1.F[P-](F)(F)(F)(F)F.[F:53][CH:54]1[CH2:59][CH2:58][CH2:57][N:56]([C:60]2[CH:65]=[C:64]([N:66]3[CH2:71][CH2:70][N:69]([CH3:72])[CH2:68][CH2:67]3)[CH:63]=[CH:62][C:61]=2[NH2:73])[CH2:55]1. The catalyst is C(Cl)Cl. The product is [F:53][CH:54]1[CH2:59][CH2:58][CH2:57][N:56]([C:60]2[CH:65]=[C:64]([N:66]3[CH2:67][CH2:68][N:69]([CH3:72])[CH2:70][CH2:71]3)[CH:63]=[CH:62][C:61]=2[NH:73][C:17]([C:6]2[N:7]([CH2:9][O:10][CH2:11][CH2:12][Si:13]([CH3:14])([CH3:15])[CH3:16])[CH:8]=[C:4]([C:2]#[N:3])[N:5]=2)=[O:19])[CH2:55]1. The yield is 0.700. (3) The reactants are [F:1][C:2]([F:35])([F:34])[C:3]1[CH:4]=[C:5]([C:13]2([C:30]([F:33])([F:32])[F:31])[O:17][N:16]=[C:15]([C:18]3[N:19]4[C:23]([C:24]([C:27]([OH:29])=O)=[CH:25][CH:26]=3)=[CH:22][CH:21]=[CH:20]4)[CH2:14]2)[CH:6]=[C:7]([C:9]([F:12])([F:11])[F:10])[CH:8]=1.Cl.C(N=C=NCCCN(C)C)C.O.ON1C2C=CC=CC=2N=N1.CN1CCOCC1.[NH2:66][CH2:67][C:68]([NH:70][CH2:71][C:72]([F:75])([F:74])[F:73])=[O:69]. The catalyst is CN(C=O)C.C(Cl)Cl.O.CC(=O)OCC. The product is [F:73][C:72]([F:75])([F:74])[CH2:71][NH:70][C:68]([CH2:67][NH:66][C:27]([C:24]1[C:23]2[N:19]([CH:20]=[CH:21][CH:22]=2)[C:18]([C:15]2[CH2:14][C:13]([C:5]3[CH:6]=[C:7]([C:9]([F:10])([F:11])[F:12])[CH:8]=[C:3]([C:2]([F:35])([F:34])[F:1])[CH:4]=3)([C:30]([F:33])([F:32])[F:31])[O:17][N:16]=2)=[CH:26][CH:25]=1)=[O:29])=[O:69]. The yield is 0.170. (4) The reactants are [CH3:1][C:2]1[CH:3]=[C:4]([CH:9]=[C:10]([CH3:26])[C:11]=1[CH2:12][C:13]1[CH:18]=[CH:17][C:16]([O:19][CH2:20][O:21][CH3:22])=[C:15]([CH:23]([CH3:25])[CH3:24])[CH:14]=1)[C:5](OC)=[O:6].CC(C[AlH]CC(C)C)C. The catalyst is C1COCC1. The product is [CH3:1][C:2]1[CH:3]=[C:4]([CH:9]=[C:10]([CH3:26])[C:11]=1[CH2:12][C:13]1[CH:18]=[CH:17][C:16]([O:19][CH2:20][O:21][CH3:22])=[C:15]([CH:23]([CH3:24])[CH3:25])[CH:14]=1)[CH2:5][OH:6]. The yield is 0.813. (5) The reactants are [CH2:1]([O:3][C:4]1[N:9]=[CH:8][C:7]([C:10]2[O:11][C:12]3[CH:18]=[C:17]([C@H:19]4[O:24][CH2:23][CH2:22][N:21](C(OC(C)(C)C)=O)[CH2:20]4)[CH:16]=[CH:15][C:13]=3[N:14]=2)=[CH:6][CH:5]=1)[CH3:2].[ClH:32]. The catalyst is O1CCOCC1. The product is [ClH:32].[CH2:1]([O:3][C:4]1[N:9]=[CH:8][C:7]([C:10]2[O:11][C:12]3[CH:18]=[C:17]([C@H:19]4[O:24][CH2:23][CH2:22][NH:21][CH2:20]4)[CH:16]=[CH:15][C:13]=3[N:14]=2)=[CH:6][CH:5]=1)[CH3:2]. The yield is 0.580. (6) The reactants are [Si]([O:8][CH2:9][CH2:10][N:11]1[C:17](=[O:18])[C:16]2[CH:19]=[CH:20][CH:21]=[CH:22][C:15]=2[O:14][C:13]2[CH:23]=[CH:24][CH:25]=[CH:26][C:12]1=2)(C(C)(C)C)(C)C.[F-].C([N+](CCCC)(CCCC)CCCC)CCC. The catalyst is C1COCC1. The product is [OH:8][CH2:9][CH2:10][N:11]1[C:17](=[O:18])[C:16]2[CH:19]=[CH:20][CH:21]=[CH:22][C:15]=2[O:14][C:13]2[CH:23]=[CH:24][CH:25]=[CH:26][C:12]1=2. The yield is 0.850. (7) The reactants are ClC1C(Cl)=CC=CC=1N1CCN([CH2:15][CH2:16][CH2:17][CH2:18][O:19][C:20]2[CH:29]=[CH:28][C:27]3[C:22](=[C:23]([OH:30])[CH:24]=[CH:25][CH:26]=3)[N:21]=2)CC1.[N:31]1([C:37]2[N:44]=[CH:43][CH:42]=[CH:41][C:38]=2[C:39]#[N:40])[CH2:36][CH2:35][NH:34][CH2:33][CH2:32]1. No catalyst specified. The product is [OH:30][C:23]1[CH:24]=[CH:25][CH:26]=[C:27]2[C:22]=1[N:21]=[C:20]([O:19][CH2:18][CH2:17][CH2:16][CH2:15][N:34]1[CH2:33][CH2:32][N:31]([C:37]3[N:44]=[CH:43][CH:42]=[CH:41][C:38]=3[C:39]#[N:40])[CH2:36][CH2:35]1)[CH:29]=[CH:28]2. The yield is 0.150.